This data is from Experimentally validated miRNA-target interactions with 360,000+ pairs, plus equal number of negative samples. The task is: Binary Classification. Given a miRNA mature sequence and a target amino acid sequence, predict their likelihood of interaction. (1) The miRNA is hsa-miR-6499-5p with sequence UCGGGCGCAAGAGCACUGCAGU. The protein sequence of the target gene is MVAPMKGQVCVVTGASRGIGRGIALQLCKAGATVYITGRHLDTLRATAQEAQSLGGRCVPVVCDSSQESEVKSLFEQVDREQKGRLDVLVNNAYAGVQAILNTTNKSFWEVPASIWDDINNVGLRGHYLCSVYGARLMVPAGKGLIVIVSSPGGLQHMFNVPYGVGKAACDRLAADCAHELRRHGVSYVSLWPGLVQTEMVKEFMAKEDTPEDPLFKKMKPDFSSAESPEMSGKCVVALATDPNILNLSGKVLPSCDLARRYGLKDIDGRPVKDYFSLGYALSQVSSLGWLNSFLPGFLR.... Result: 0 (no interaction). (2) The miRNA is hsa-miR-6870-5p with sequence UGGGGGAGAUGGGGGUUGA. The protein sequence of the target gene is MAAPCAEDPSLERHFKGHRDAVTCVDFSINTKQLASGSMDSCLMVWHMKPQSRAYRFTGHKDAVTCVNFSPSGHLLASGSRDKTVRIWVPNVKGESTVFRAHTATVRSVHFCSDGQSFVTASDDKTVKVWATHRQKFLFSLSQHINWVRCAKFSPDGRLIVSASDDKTVKLWDKSSRECVHSYCEHGGFVTYVDFHPSGTCIAAAGMDNTVKVWDVRTHRLLQHYQLHSAAVNGLSFHPSGNYLITASSDSTLKILDLMEGRLLYTLHGHQGPATTVAFSRTGEYFASGGSDEQVMVWKS.... Result: 1 (interaction). (3) The miRNA is hsa-miR-6885-3p with sequence CUUUGCUUCCUGCUCCCCUAG. Result: 1 (interaction). The protein sequence of the target gene is MGDTWAQLPWPGPPHPAMLLISLLLAAGLMHSDAGTSCPVLCTCRNQVVDCSSQRLFSVPPDLPMDTRNLSLAHNRITAVPPGYLTCYMELQVLDLHNNSLMELPRGLFLHAKRLAHLDLSYNNFSHVPADMFQEAHGLVHIDLSHNPWLRRVHPQAFQGLMQLRDLDLSYGGLAFLSLEALEGLPGLVTLQIGGNPWVCGCTMEPLLKWLRNRIQRCTADSQLAECRGPPEVEGAPLFSLTEESFKACHLTLTLDDYLFIAFVGFVVSIASVATNFLLGITANCCHRWSKASEEEEI. (4) The miRNA is hsa-miR-4786-3p with sequence UGAAGCCAGCUCUGGUCUGGGC. The protein sequence of the target gene is MEGVSALLARCPTAGLAGGLGVTACAAAGVLLYRIARRMKPTHTMVNCWFCNQDTLVPYGNRNCWDCPHCEQYNGFQENGDYNKPIPAQYLEHLNHVVSSAPSLRDPSQPQQWVSSQVLLCKRCNHHQTTKIKQLAAFAPREEGRYDEEVEVYRHHLEQMYKLCRPCQAAVEYYIKHQNRQLRALLLSHQFKRREADQTHAQNFSSAVKSPVQVILLRALAFLACAFLLTTALYGASGHFAPGTTVPLALPPGGNGSATPDNGTTPGAEGWRQLLGLLPEHMAEKLCEAWAFGQSHQTGV.... Result: 1 (interaction). (5) The miRNA is hsa-miR-6892-3p with sequence UCCCUCUCCCACCCCUUGCAG. The protein sequence of the target gene is MERSPDVSPGPSRSFKEELLCAVCYDPFRDAVTLRCGHNFCRGCVSRCWEVQVSPTCPVCKDRASPADLRTNHTLNNLVEKLLREEAEGARWTSYRFSRVCRLHRGQLSLFCLEDKELLCCSCQADPRHQGHRVQPVKDTAHDFRAKCRNMEHALREKAKAFWAMRRSYEAIAKHNQVEAAWLEGRIRQEFDKLREFLRVEEQAILDAMAEETRQKQLLADEKMKQLTEETEVLAHEIERLQMEMKEDDVSFLMKHKSRKRRLFCTMEPEPVQPGMLIDVCKYLGSLQYRVWKKMLASVE.... Result: 1 (interaction). (6) The miRNA is hsa-miR-186-5p with sequence CAAAGAAUUCUCCUUUUGGGCU. The protein sequence of the target gene is MAAEKQIPGGGSGGGGSGSGGGGGGSGGGRSAGGDENKENERPSAGSKANKEFGDSLSLEILQIIKESQQQHGLRHGDFQRYRGYCSRRQRRLRKTLNFKMGNRHKFTGKKVTEELLTDNRYLLLVLMDAERAWSYAMQLKQEANTEPRKRFHLLSRLRKAVKHAEELERLCESNRVDAKTKLEAQAYTAYLSGMLRFEHQEWKSAIEAFNKCKTIYEKLASAFTEEQAVLYNQRVEEISPNIRYCAYNIGDQSAINELMQMRLRSGGTEGLLAEKLEALITQTRAKQAATMSEVEWRGR.... Result: 0 (no interaction). (7) The miRNA is rno-miR-152-3p with sequence UCAGUGCAUGACAGAACUUGG. The protein sequence of the target gene is MGTSASSITALASCSRIAGQVGATMVAGSLLLLGFLSTITAQPEQKTLSLTGTYRHVDRTTGQVLTCDKCPAGTYVSEHCTNTSLRVCSSCPSGTFTRHENGIERCHDCSQPCPRPMIERLPCAALTDRECICPPGMYQSNGTCAPHTVCPVGWGVRKKGTENEDVRCKQCARGTFSDVPSSVMKCRAHTDCLGQNLMVVKQGTKETDNVCGVHLSSSSTTPSSPGIATFSHPEHTESHDVPSSTYEPQGMNSTDSNSTASVRTKVPSDIQEETVPDNTSSTSGKESTNRTLPNPPQLTH.... Result: 0 (no interaction).